Dataset: Catalyst prediction with 721,799 reactions and 888 catalyst types from USPTO. Task: Predict which catalyst facilitates the given reaction. (1) Reactant: [CH2:1]([N:3]([CH:24]1[CH2:29][CH2:28][O:27][CH2:26][CH2:25]1)[C:4]1[C:5]([CH3:23])=[C:6]([CH:11]=[C:12](B2OC(C)(C)C(C)(C)O2)[CH:13]=1)[C:7]([O:9][CH3:10])=[O:8])[CH3:2].I[C:31]1[CH:32]=[CH:33][C:34]([N:37]2[CH2:43][CH2:42][CH2:41][N:40]([CH3:44])[CH2:39][CH2:38]2)=[N:35][CH:36]=1.C(=O)([O-])[O-].[Na+].[Na+].C(OCC)(=O)C. Product: [CH2:1]([N:3]([CH:24]1[CH2:29][CH2:28][O:27][CH2:26][CH2:25]1)[C:4]1[C:5]([CH3:23])=[C:6]([CH:11]=[C:12]([C:31]2[CH:36]=[N:35][C:34]([N:37]3[CH2:43][CH2:42][CH2:41][N:40]([CH3:44])[CH2:39][CH2:38]3)=[CH:33][CH:32]=2)[CH:13]=1)[C:7]([O:9][CH3:10])=[O:8])[CH3:2]. The catalyst class is: 70. (2) Reactant: [O-2].[Zn+2:2].[C:3]1([P:9](=[O:12])([OH:11])[OH:10])[CH:8]=[CH:7][CH:6]=[CH:5][CH:4]=1. Product: [O-2:10].[Zn+2:2].[C:3]1([P:9](=[O:10])([O-:12])[O-:11])[CH:8]=[CH:7][CH:6]=[CH:5][CH:4]=1.[Zn+2:2]. The catalyst class is: 6. (3) Reactant: [C:1]1([CH:7]([C:13]([O:15][CH2:16][CH3:17])=[O:14])[C:8]([O:10][CH2:11][CH3:12])=[O:9])[CH:6]=[CH:5][CH:4]=[CH:3][CH:2]=1.[O-:18][CH2:19][CH3:20].[Na+].C(Cl)(=O)C.Cl. Product: [C:19]([C:7]([C:1]1[CH:2]=[CH:3][CH:4]=[CH:5][CH:6]=1)([C:8]([O:10][CH2:11][CH3:12])=[O:9])[C:13]([O:15][CH2:16][CH3:17])=[O:14])(=[O:18])[CH3:20]. The catalyst class is: 7. (4) Reactant: [CH3:1][O:2][CH2:3][CH2:4][OH:5].[H-].[Na+].F[C:9]1[CH:18]=[CH:17][CH:16]=[C:15]2[C:10]=1[C:11](=[O:19])[NH:12][CH:13]=[N:14]2. Product: [CH3:1][O:2][CH2:3][CH2:4][O:5][C:9]1[CH:18]=[CH:17][CH:16]=[C:15]2[C:10]=1[C:11]([OH:19])=[N:12][CH:13]=[N:14]2. The catalyst class is: 44. (5) Reactant: OS(O)(=O)=O.[H-].[H-].[H-].[H-].[Li+].[Al+3].[Br:12][C:13]1[CH:14]=[C:15]([CH2:19][C:20]#[N:21])[CH:16]=[CH:17][CH:18]=1. Product: [Br:12][C:13]1[CH:14]=[C:15]([CH2:19][CH2:20][NH2:21])[CH:16]=[CH:17][CH:18]=1. The catalyst class is: 1. (6) Reactant: [CH3:1][N:2](C(ON1N=NC2C=CC=NC1=2)=[N+](C)C)[CH3:3].F[P-](F)(F)(F)(F)F.[F:25][C:26]1[CH:31]=[CH:30][C:29]([NH:32][C:33]2[C:34]3[C:41]([CH3:42])=[C:40]([C:43]([O:45]C)=O)[S:39][C:35]=3[N:36]=[CH:37][N:38]=2)=[C:28]([O:47][CH:48]2[CH2:53][CH2:52][O:51][CH2:50][CH2:49]2)[CH:27]=1.CCN(C(C)C)C(C)C.CNC. Product: [CH3:1][N:2]([CH3:3])[C:43]([C:40]1[S:39][C:35]2[N:36]=[CH:37][N:38]=[C:33]([NH:32][C:29]3[CH:30]=[CH:31][C:26]([F:25])=[CH:27][C:28]=3[O:47][CH:48]3[CH2:49][CH2:50][O:51][CH2:52][CH2:53]3)[C:34]=2[C:41]=1[CH3:42])=[O:45]. The catalyst class is: 198. (7) Reactant: [NH2:1][C:2]1[CH:3]=[C:4]([N:8]2[CH2:13][CH2:12][N:11]([CH2:14][CH2:15][O:16][C:17](=[O:28])[NH:18][C:19]3[CH:24]=[CH:23][CH:22]=[CH:21][C:20]=3[O:25][CH2:26][CH3:27])[CH2:10][CH2:9]2)[CH:5]=[CH:6][CH:7]=1.[C:29](Cl)(=[O:31])[CH3:30].O. Product: [C:29]([NH:1][C:2]1[CH:3]=[C:4]([N:8]2[CH2:9][CH2:10][N:11]([CH2:14][CH2:15][O:16][C:17](=[O:28])[NH:18][C:19]3[CH:24]=[CH:23][CH:22]=[CH:21][C:20]=3[O:25][CH2:26][CH3:27])[CH2:12][CH2:13]2)[CH:5]=[CH:6][CH:7]=1)(=[O:31])[CH3:30]. The catalyst class is: 1.